Dataset: Reaction yield outcomes from USPTO patents with 853,638 reactions. Task: Predict the reaction yield, written as a fraction of the theoretical maximum amount of product (1.0 means a 100% yield; for example, 0.34 means a 34% yield). (1) The reactants are Br[C:2]1[C:7]([CH3:8])=[CH:6][C:5]([Br:9])=[CH:4][N:3]=1.NC1C(C)=CC(Br)=CN=1.C(Cl)(=O)C.[I-:23].[Na+].C. The catalyst is BrBr.Br.C(#N)C.CCCCCC. The product is [Br:9][C:5]1[CH:6]=[C:7]([CH3:8])[C:2]([I:23])=[N:3][CH:4]=1. The yield is 0.700. (2) The reactants are [Si:1]([O:8][CH2:9][C:10]1[N:11]([CH3:36])[C:12]2[C:17]([CH:18]=1)=[CH:16][C:15]1[C:19](=[N:24][CH2:25][C:26]3[CH:31]=[CH:30][C:29]([O:32][CH3:33])=[CH:28][C:27]=3[O:34][CH3:35])[CH2:20][CH2:21][CH2:22][CH2:23][C:14]=1[CH:13]=2)([C:4]([CH3:7])([CH3:6])[CH3:5])([CH3:3])[CH3:2].C[O:38][CH:39]=[C:40]([C:45](OC)=O)[C:41]([O:43][CH3:44])=[O:42]. The catalyst is O(C1C=CC=CC=1)C1C=CC=CC=1. The product is [Si:1]([O:8][CH2:9][C:10]1[N:11]([CH3:36])[C:12]2[CH:13]=[C:14]3[CH2:23][CH2:22][CH2:21][C:20]4[CH:45]=[C:40]([C:41]([O:43][CH3:44])=[O:42])[C:39](=[O:38])[N:24]([CH2:25][C:26]5[CH:31]=[CH:30][C:29]([O:32][CH3:33])=[CH:28][C:27]=5[O:34][CH3:35])[C:19]=4[C:15]3=[CH:16][C:17]=2[CH:18]=1)([C:4]([CH3:7])([CH3:6])[CH3:5])([CH3:3])[CH3:2]. The yield is 0.370. (3) The reactants are CN(C)C=O.[F:6][C:7]1[CH:12]=[CH:11][C:10]([OH:13])=[CH:9][CH:8]=1.F[C:15]1[CH:22]=[CH:21][C:18]([CH:19]=[O:20])=[CH:17][CH:16]=1.C(=O)([O-])[O-].[K+].[K+]. The catalyst is O. The product is [F:6][C:7]1[CH:12]=[CH:11][C:10]([O:13][C:15]2[CH:22]=[CH:21][C:18]([CH:19]=[O:20])=[CH:17][CH:16]=2)=[CH:9][CH:8]=1. The yield is 0.901. (4) The reactants are [H-].[Na+].[CH3:3][C:4]1[CH:8]=[C:7]([CH3:9])[NH:6][N:5]=1.CN(C)C=O.Cl[C:16]1[N:24]=[C:23]2[C:19]([N:20]=[CH:21][N:22]2[CH3:25])=[C:18]([NH:26][C:27]2[CH:32]=[CH:31][C:30]([Cl:33])=[CH:29][CH:28]=2)[N:17]=1. The catalyst is O. The product is [Cl:33][C:30]1[CH:29]=[CH:28][C:27]([NH:26][C:18]2[N:17]=[C:16]([N:5]3[C:4]([CH3:3])=[CH:8][C:7]([CH3:9])=[N:6]3)[N:24]=[C:23]3[C:19]=2[N:20]=[CH:21][N:22]3[CH3:25])=[CH:32][CH:31]=1. The yield is 0.130. (5) The reactants are Cl.[NH:2]1[CH2:5][CH2:4][C@H:3]1[C:6]([O:8][CH3:9])=[O:7].C(N(CC)CC)C.Cl[C:18]1[C:27]([N+:28]([O-:30])=[O:29])=[CH:26][C:21]([C:22]([O:24][CH3:25])=[O:23])=[CH:20][N:19]=1. The catalyst is O1CCCC1. The product is [CH3:9][O:8][C:6]([C@@H:3]1[CH2:4][CH2:5][N:2]1[C:18]1[C:27]([N+:28]([O-:30])=[O:29])=[CH:26][C:21]([C:22]([O:24][CH3:25])=[O:23])=[CH:20][N:19]=1)=[O:7]. The yield is 0.920. (6) The reactants are C([O:5][C:6](=[O:39])[CH:7]([NH:11][S:12]([C:15]1[CH:20]=[CH:19][C:18]([C:21]2[CH:26]=[CH:25][C:24]([CH2:27][O:28][C:29]3[N:30]=[CH:31][C:32]4[C:37]([CH:38]=3)=[CH:36][CH:35]=[CH:34][CH:33]=4)=[CH:23][CH:22]=2)=[CH:17][CH:16]=1)(=[O:14])=[O:13])[CH:8]([CH3:10])[CH3:9])(C)(C)C.C(O)(C(F)(F)F)=O. The catalyst is ClCCl. The product is [CH:31]1[C:32]2[C:37](=[CH:36][CH:35]=[CH:34][CH:33]=2)[CH:38]=[C:29]([O:28][CH2:27][C:24]2[CH:25]=[CH:26][C:21]([C:18]3[CH:19]=[CH:20][C:15]([S:12]([NH:11][CH:7]([CH:8]([CH3:10])[CH3:9])[C:6]([OH:39])=[O:5])(=[O:13])=[O:14])=[CH:16][CH:17]=3)=[CH:22][CH:23]=2)[N:30]=1. The yield is 0.140. (7) The reactants are Br[C:2]1[CH:3]=[C:4]([Cl:10])[C:5]([Cl:9])=[C:6]([Cl:8])[CH:7]=1.[CH3:11][C:12]1(C)[C:16](C)(C)OB(C(C)=C)O1.C([O-])([O-])=O.[K+].[K+].CC(=O)OCC. The catalyst is C1COCC1.O.Cl[Pd](Cl)([P](C1C=CC=CC=1)(C1C=CC=CC=1)C1C=CC=CC=1)[P](C1C=CC=CC=1)(C1C=CC=CC=1)C1C=CC=CC=1. The product is [Cl:10][C:4]1[CH:3]=[C:2]([C:12]([CH3:16])=[CH2:11])[CH:7]=[C:6]([Cl:8])[C:5]=1[Cl:9]. The yield is 0.810. (8) The reactants are [CH3:1][S:2]([C:5]1[CH:25]=[CH:24][C:8]([CH2:9][N:10]2[CH:19]=[CH:18][C:17]3[C:12](=[CH:13][C:14]([C:20](O)=[O:21])=[CH:15][CH:16]=3)[C:11]2=[O:23])=[CH:7][CH:6]=1)(=[O:4])=[O:3].[CH3:26][O:27][C:28]1[CH:29]=[C:30]([CH:33]=[CH:34][CH:35]=1)[CH2:31][NH2:32]. The product is [CH3:26][O:27][C:28]1[CH:29]=[C:30]([CH:33]=[CH:34][CH:35]=1)[CH2:31][NH:32][C:20]([C:14]1[CH:13]=[C:12]2[C:17]([CH:18]=[CH:19][N:10]([CH2:9][C:8]3[CH:7]=[CH:6][C:5]([S:2]([CH3:1])(=[O:3])=[O:4])=[CH:25][CH:24]=3)[C:11]2=[O:23])=[CH:16][CH:15]=1)=[O:21]. No catalyst specified. The yield is 0.878. (9) The reactants are [C:1]1([CH3:13])[CH:6]=[CH:5][C:4]([S:7]([CH2:10][N+:11]#[C-:12])(=[O:9])=[O:8])=[CH:3][CH:2]=1.CN(C)C(N(C)C)=N.C(O[CH:26]([C:32]1[CH:37]=[CH:36][CH:35]=[CH:34][CH:33]=1)[CH:27]([N+]([O-])=O)[CH3:28])(=O)C.O. The catalyst is O1CCCC1.C(O)(C)C. The product is [CH3:28][C:27]1[C:26]([C:32]2[CH:37]=[CH:36][CH:35]=[CH:34][CH:33]=2)=[C:10]([S:7]([C:4]2[CH:3]=[CH:2][C:1]([CH3:13])=[CH:6][CH:5]=2)(=[O:8])=[O:9])[NH:11][CH:12]=1. The yield is 0.630.